Dataset: Full USPTO retrosynthesis dataset with 1.9M reactions from patents (1976-2016). Task: Predict the reactants needed to synthesize the given product. (1) Given the product [F:1][C:2]1[CH:3]=[C:4]([NH:8][C:9]([NH:11][C:12]2[C:17]3[NH:18][C:19]([C:21]4[C:22](=[O:37])[NH:23][CH:24]=[CH:25][C:26]=4[NH:27][CH2:28][C@@H:29]([OH:36])[C:30]4[CH:31]=[CH:32][CH:33]=[CH:34][CH:35]=4)=[N:20][C:16]=3[CH:15]=[CH:14][CH:13]=2)=[O:10])[CH:5]=[CH:6][CH:7]=1, predict the reactants needed to synthesize it. The reactants are: [F:1][C:2]1[CH:3]=[C:4]([N:8]=[C:9]=[O:10])[CH:5]=[CH:6][CH:7]=1.[NH2:11][C:12]1[C:17]2[NH:18][C:19]([C:21]3[C:22](=[O:37])[NH:23][CH:24]=[CH:25][C:26]=3[NH:27][CH2:28][C@@H:29]([OH:36])[C:30]3[CH:35]=[CH:34][CH:33]=[CH:32][CH:31]=3)=[N:20][C:16]=2[CH:15]=[CH:14][CH:13]=1.N. (2) Given the product [Br:19][C:7]1[CH:6]=[C:5]2[C:10](=[CH:9][CH:8]=1)[N:1]=[C:2]([NH2:12])[N:3]=[CH:4]2, predict the reactants needed to synthesize it. The reactants are: [N:1]1[C:10]2[C:5](=[CH:6][C:7](N)=[CH:8][CH:9]=2)[CH:4]=[N:3][C:2]=1[NH2:12].N([O-])=O.[Na+].[OH-].[NH4+].[BrH:19].